Predict the reaction yield, written as a fraction of the theoretical maximum amount of product (1.0 means a 100% yield; for example, 0.34 means a 34% yield). From a dataset of Reaction yield outcomes from USPTO patents with 853,638 reactions. (1) The reactants are C(OC([NH:8][C@@H:9]1[CH2:14][C@H:13]([NH:15]C(OC(C)(C)C)=O)[CH2:12][N:11]([C:23]2[C:32]([N:33]3[CH2:38][C@@H:37]([NH:39]C(OC(C)(C)C)=O)[CH2:36][C@@H:35]([NH:47]C(OC(C)(C)C)=O)[CH2:34]3)=[N:31][C:30]3[C:25](=[CH:26][CH:27]=[C:28]([NH:55][C:56]([C:58]4[CH:63]=[CH:62][C:61]([NH:64][C:65]([C:67]5[CH:76]=[CH:75][C:74]6[C:69](=[CH:70][CH:71]=[CH:72][CH:73]=6)[C:68]=5[OH:77])=[O:66])=[CH:60][CH:59]=4)=[O:57])[CH:29]=3)[N:24]=2)[CH2:10]1)=O)(C)(C)C.Cl. The catalyst is C(O)(C(F)(F)F)=O.CO. The product is [NH2:15][C@@H:13]1[CH2:14][C@H:9]([NH2:8])[CH2:10][N:11]([C:23]2[C:32]([N:33]3[CH2:34][C@@H:35]([NH2:47])[CH2:36][C@@H:37]([NH2:39])[CH2:38]3)=[N:31][C:30]3[C:25](=[CH:26][CH:27]=[C:28]([NH:55][C:56]([C:58]4[CH:63]=[CH:62][C:61]([NH:64][C:65]([C:67]5[CH:76]=[CH:75][C:74]6[C:69](=[CH:70][CH:71]=[CH:72][CH:73]=6)[C:68]=5[OH:77])=[O:66])=[CH:60][CH:59]=4)=[O:57])[CH:29]=3)[N:24]=2)[CH2:12]1. The yield is 0.787. (2) The reactants are Br[CH2:2][CH:3]1[CH2:5][CH2:4]1.C(=O)([O-])[O-].[Cs+].[Cs+].[OH:12][C:13]1[CH:18]=[CH:17][C:16]([C:19]2[C:24](=[O:25])[N:23]([CH2:26][C:27]3[CH:32]=[CH:31][C:30]([C:33]4[C:34]([C:39]#[N:40])=[CH:35][CH:36]=[CH:37][CH:38]=4)=[CH:29][CH:28]=3)[C:22]([CH2:41][CH2:42][CH3:43])=[N:21][C:20]=2[CH3:44])=[CH:15][CH:14]=1. The catalyst is CN(C)C=O.C(OCC)(=O)C. The product is [CH:5]1([CH2:4][O:12][C:13]2[CH:14]=[CH:15][C:16]([C:19]3[C:24](=[O:25])[N:23]([CH2:26][C:27]4[CH:32]=[CH:31][C:30]([C:33]5[C:34]([C:39]#[N:40])=[CH:35][CH:36]=[CH:37][CH:38]=5)=[CH:29][CH:28]=4)[C:22]([CH2:41][CH2:42][CH3:43])=[N:21][C:20]=3[CH3:44])=[CH:17][CH:18]=2)[CH2:3][CH2:2]1. The yield is 1.00. (3) The reactants are Cl[CH2:2][C:3]([C:5]1([C:9]2[CH:14]=[CH:13][CH:12]=[CH:11][C:10]=2[O:15][CH3:16])[CH2:8][CH2:7][CH2:6]1)=[O:4].[F-].[K+].[F:19][C:20]([F:36])([F:35])[C:21]1[CH:34]=[CH:33][C:24]([O:25][CH2:26][CH:27]2[CH2:32][CH2:31][CH2:30][NH:29][CH2:28]2)=[CH:23][CH:22]=1. The catalyst is C(#N)C.C1COCC1. The product is [CH3:16][O:15][C:10]1[CH:11]=[CH:12][CH:13]=[CH:14][C:9]=1[C:5]1([C:3](=[O:4])[CH2:2][N:29]2[CH2:30][CH2:31][CH2:32][CH:27]([CH2:26][O:25][C:24]3[CH:33]=[CH:34][C:21]([C:20]([F:19])([F:35])[F:36])=[CH:22][CH:23]=3)[CH2:28]2)[CH2:8][CH2:7][CH2:6]1. The yield is 0.300. (4) The reactants are [CH3:1][C:2]1[O:6][N:5]=[C:4]([C:7]2[CH:12]=[CH:11][CH:10]=[CH:9][CH:8]=2)[C:3]=1[CH2:13][O:14][C:15]1[CH:23]=[CH:22][C:18]([C:19]([OH:21])=O)=[CH:17][N:16]=1.[CH2:24]([O:31][CH:32]1[CH2:35][CH:34]([NH2:36])[CH2:33]1)[C:25]1[CH:30]=[CH:29][CH:28]=[CH:27][CH:26]=1. No catalyst specified. The product is [CH2:24]([O:31][CH:32]1[CH2:35][CH:34]([NH:36][C:19](=[O:21])[C:18]2[CH:22]=[CH:23][C:15]([O:14][CH2:13][C:3]3[C:4]([C:7]4[CH:8]=[CH:9][CH:10]=[CH:11][CH:12]=4)=[N:5][O:6][C:2]=3[CH3:1])=[N:16][CH:17]=2)[CH2:33]1)[C:25]1[CH:30]=[CH:29][CH:28]=[CH:27][CH:26]=1. The yield is 0.430. (5) The reactants are [CH3:1][O:2][C:3]1[CH:8]=[CH:7][C:6]([N:9]2[CH2:14][CH2:13][N:12]([C:15]3[C:33]([CH3:34])=[C:32]([CH3:35])[C:18]4[C:19]([C:25]5[CH:30]=[CH:29][C:28]([CH3:31])=[CH:27][CH:26]=5)(O)[C:20]([CH3:23])([CH3:22])[O:21][C:17]=4[C:16]=3[CH3:36])[CH2:11][CH2:10]2)=[CH:5][CH:4]=1. The catalyst is C(O)C. The product is [CH3:1][O:2][C:3]1[CH:8]=[CH:7][C:6]([N:9]2[CH2:14][CH2:13][N:12]([C:15]3[C:33]([CH3:34])=[C:32]([CH3:35])[C:18]4[CH:19]([C:25]5[CH:26]=[CH:27][C:28]([CH3:31])=[CH:29][CH:30]=5)[C:20]([CH3:23])([CH3:22])[O:21][C:17]=4[C:16]=3[CH3:36])[CH2:11][CH2:10]2)=[CH:5][CH:4]=1. The yield is 0.850.